Task: Predict the reactants needed to synthesize the given product.. Dataset: Full USPTO retrosynthesis dataset with 1.9M reactions from patents (1976-2016) (1) The reactants are: [CH3:1][O:2][C:3]1[CH:4]=[CH:5][CH:6]=[C:7]2[C:12]=1[CH2:11][CH:10]([NH:13][CH2:14][C:15]1[CH:24]=[CH:23][C:18]([C:19]([O:21][CH3:22])=[O:20])=[CH:17][CH:16]=1)[CH2:9][CH2:8]2.Br[CH2:26][CH2:27][CH2:28][CH2:29][C:30]([O:32][CH2:33][CH3:34])=[O:31].C(=O)([O-])[O-].[Cs+].[Cs+].[I-].[K+]. Given the product [CH2:33]([O:32][C:30](=[O:31])[CH2:29][CH2:28][CH2:27][CH2:26][N:13]([CH2:14][C:15]1[CH:16]=[CH:17][C:18]([C:19]([O:21][CH3:22])=[O:20])=[CH:23][CH:24]=1)[CH:10]1[CH2:9][CH2:8][C:7]2[C:12](=[C:3]([O:2][CH3:1])[CH:4]=[CH:5][CH:6]=2)[CH2:11]1)[CH3:34], predict the reactants needed to synthesize it. (2) Given the product [N:2]1([C:29]([O:28][C:24]([CH3:27])([CH3:26])[CH3:25])=[O:30])[CH2:7][CH2:6][C:5]2([C:16]3[C:11](=[CH:12][CH:13]=[CH:14][CH:15]=3)[CH2:10][CH2:9][CH2:8]2)[CH2:4][CH2:3]1, predict the reactants needed to synthesize it. The reactants are: Cl.[NH:2]1[CH2:7][CH2:6][C:5]2([C:16]3[C:11](=[CH:12][CH:13]=[CH:14][CH:15]=3)[CH2:10][CH2:9][CH2:8]2)[CH2:4][CH2:3]1.CCN(CC)CC.[C:24]([O:28][C:29](O[C:29]([O:28][C:24]([CH3:27])([CH3:26])[CH3:25])=[O:30])=[O:30])([CH3:27])([CH3:26])[CH3:25]. (3) Given the product [CH3:28][O:29][CH2:30][CH2:31][N:32]1[CH2:37][CH2:36][N:35]([CH:15]([C:17]2[CH:22]=[CH:21][CH:20]=[CH:19][CH:18]=2)[CH2:14][N:11]2[CH2:12][CH2:13][CH:8]([N:5]3[CH2:6][CH2:7][CH:2]([CH3:1])[CH2:3][CH2:4]3)[CH2:9][CH2:10]2)[CH2:34][CH2:33]1, predict the reactants needed to synthesize it. The reactants are: [CH3:1][CH:2]1[CH2:7][CH2:6][N:5]([CH:8]2[CH2:13][CH2:12][N:11]([CH2:14][CH:15]([C:17]3[CH:22]=[CH:21][CH:20]=[CH:19][CH:18]=3)O)[CH2:10][CH2:9]2)[CH2:4][CH2:3]1.CS(Cl)(=O)=O.[CH3:28][O:29][CH2:30][CH2:31][N:32]1[CH2:37][CH2:36][NH:35][CH2:34][CH2:33]1. (4) Given the product [NH2:8][CH:9]([C:11]1[CH:12]=[C:13]([CH:18]=[CH:19][CH:20]=1)[C:14]([O:16][CH3:17])=[O:15])[CH3:10], predict the reactants needed to synthesize it. The reactants are: C(OC([NH:8][CH:9]([C:11]1[CH:12]=[C:13]([CH:18]=[CH:19][CH:20]=1)[C:14]([O:16][CH3:17])=[O:15])[CH3:10])=O)(C)(C)C. (5) Given the product [CH3:38][O:37][C:34]1[CH:33]=[CH:32][C:31]([N:29]([CH3:30])[C:27](=[O:28])[C@@H:26]([NH:25][C:14]([NH:12][S:9]([C:4]2[CH:5]=[CH:6][CH:7]=[CH:8][C:3]=2[CH:1]=[CH2:2])(=[O:10])=[O:11])=[O:16])[CH2:39][C:40]2[CH:45]=[CH:44][CH:43]=[C:42]([CH:46]=[CH2:47])[CH:41]=2)=[CH:36][CH:35]=1, predict the reactants needed to synthesize it. The reactants are: [CH:1]([C:3]1[CH:8]=[CH:7][CH:6]=[CH:5][C:4]=1[S:9]([NH2:12])(=[O:11])=[O:10])=[CH2:2].Cl[C:14](Cl)([O:16]C(=O)OC(Cl)(Cl)Cl)Cl.[NH2:25][C@@H:26]([CH2:39][C:40]1[CH:45]=[CH:44][CH:43]=[C:42]([CH:46]=[CH2:47])[CH:41]=1)[C:27]([N:29]([C:31]1[CH:36]=[CH:35][C:34]([O:37][CH3:38])=[CH:33][CH:32]=1)[CH3:30])=[O:28].C(O)(C(F)(F)F)=O.CCN(C(C)C)C(C)C. (6) Given the product [CH3:9][Si:8]([O:5][C:1](=[O:6])/[CH:2]=[CH:3]/[CH3:4])([CH3:11])[CH3:10], predict the reactants needed to synthesize it. The reactants are: [C:1]([OH:6])(=[O:5])[CH:2]=[CH:3][CH3:4].Cl[Si:8]([CH3:11])([CH3:10])[CH3:9]. (7) Given the product [C:22]([OH:54])(=[O:23])[CH3:25].[NH2:38][C:36]1[N:35]=[CH:34][N:33]=[C:32]2[N:31]([C@H:39]3[CH2:44][CH2:43][C@@H:42]([N:45]4[CH2:46][CH2:47][N:48]([CH3:51])[CH2:49][CH2:50]4)[CH2:41][CH2:40]3)[N:30]=[C:29]([C:16]3[CH:15]=[CH:14][C:13]([N:9]4[CH2:8][CH:7]([C:1]5[CH:2]=[CH:3][CH:4]=[CH:5][CH:6]=5)[O:11][C:10]4=[O:12])=[CH:18][CH:17]=3)[C:37]=12, predict the reactants needed to synthesize it. The reactants are: [C:1]1([CH:7]2[O:11][C:10](=[O:12])[N:9]([C:13]3[CH:18]=[CH:17][C:16](B4[O:23][C:22]([CH3:25])(C)C(C)(C)O4)=[CH:15][CH:14]=3)[CH2:8]2)[CH:6]=[CH:5][CH:4]=[CH:3][CH:2]=1.I[C:29]1[C:37]2[C:32](=[N:33][CH:34]=[N:35][C:36]=2[NH2:38])[N:31]([C@H:39]2[CH2:44][CH2:43][C@@H:42]([N:45]3[CH2:50][CH2:49][N:48]([CH3:51])[CH2:47][CH2:46]3)[CH2:41][CH2:40]2)[N:30]=1.O.C(=O)([O-])[O-:54].[Na+].[Na+]. (8) Given the product [CH3:19][N:20]1[CH2:21][CH2:22][N:23]([C:26]2[CH:27]=[C:28]([NH:29][C:2]3[N:18]=[C:5]4[C:6]([NH:10][CH2:11][C:12]5[CH:13]=[N:14][CH:15]=[CH:16][CH:17]=5)=[CH:7][CH:8]=[CH:9][N:4]4[N:3]=3)[CH:30]=[CH:31][CH:32]=2)[CH2:24][CH2:25]1, predict the reactants needed to synthesize it. The reactants are: Cl[C:2]1[N:18]=[C:5]2[C:6]([NH:10][CH2:11][C:12]3[CH:13]=[N:14][CH:15]=[CH:16][CH:17]=3)=[CH:7][CH:8]=[CH:9][N:4]2[N:3]=1.[CH3:19][N:20]1[CH2:25][CH2:24][N:23]([C:26]2[CH:27]=[C:28]([CH:30]=[CH:31][CH:32]=2)[NH2:29])[CH2:22][CH2:21]1.C1(P(C2CCCCC2)C2C=CC=CC=2C2C=CC=CC=2P(C2CCCCC2)C2CCCCC2)CCCCC1.